Task: Regression/Classification. Given a drug SMILES string, predict its absorption, distribution, metabolism, or excretion properties. Task type varies by dataset: regression for continuous measurements (e.g., permeability, clearance, half-life) or binary classification for categorical outcomes (e.g., BBB penetration, CYP inhibition). Dataset: hlm.. Dataset: Human liver microsome stability data The compound is Cc1cc(CCC#N)cc(C)c1Oc1cc(Nc2ccc(C#N)cc2)c(N)cc1C(F)(F)F. The result is 0 (unstable in human liver microsomes).